From a dataset of Full USPTO retrosynthesis dataset with 1.9M reactions from patents (1976-2016). Predict the reactants needed to synthesize the given product. (1) Given the product [CH3:1][O:2][C:3]1[CH:12]=[CH:11][CH:10]=[C:9]([C:23]2[N:28]=[CH:27][CH:26]=[CH:25][N:24]=2)[C:4]=1[C:5]([O:7][CH3:8])=[O:6], predict the reactants needed to synthesize it. The reactants are: [CH3:1][O:2][C:3]1[CH:12]=[CH:11][CH:10]=[C:9](B2OC(C)(C)C(C)(C)O2)[C:4]=1[C:5]([O:7][CH3:8])=[O:6].Br[C:23]1[N:28]=[CH:27][CH:26]=[CH:25][N:24]=1.C([O-])([O-])=O.[Na+].[Na+].O. (2) Given the product [CH3:17][S:27]([C:3]1[CH:8]=[CH:7][CH:6]=[CH:5][C:4]=1[C:9]1[NH:13][CH:12]=[C:11]([CH:14]=[O:15])[CH:10]=1)(=[O:31])=[O:29], predict the reactants needed to synthesize it. The reactants are: CS[C:3]1[CH:8]=[CH:7][CH:6]=[CH:5][C:4]=1[C:9]1[NH:13][CH:12]=[C:11]([CH:14]=[O:15])[CH:10]=1.Cl[C:17]1C=CC=C(C(OO)=O)C=1.[S:27]([O-:31])([O-])(=[O:29])=S.[Na+].[Na+].